This data is from HIV replication inhibition screening data with 41,000+ compounds from the AIDS Antiviral Screen. The task is: Binary Classification. Given a drug SMILES string, predict its activity (active/inactive) in a high-throughput screening assay against a specified biological target. (1) The drug is COCN1COCN(C)C1=O. The result is 0 (inactive). (2) The compound is CC1OC(OC2C(COc3cc(O)c4c(c3)OC(c3ccc(O)cc3)CC4=O)OOC(CO)C2O)C(O)C(O)C1O. The result is 0 (inactive). (3) The drug is O=C1C=CC(=Nc2nc3c4ccccc4c4ccccc4c3[nH]2)c2ccccc21. The result is 0 (inactive). (4) The drug is CN(C)C1=c2c(=O)n(C)c(=O)n(C)c2=NC2C=CC=CN12. The result is 0 (inactive). (5) The drug is CC(C)C(=O)NC(=S)Nc1ccc([N+](=O)[O-])cc1C#N. The result is 0 (inactive). (6) The molecule is Cc1cn(CCCCCOC(=O)NC(CCCNC(=N)N)C(=O)O)c(=O)[nH]c1=O. The result is 0 (inactive). (7) The compound is O=C(OCC(OC(=O)c1ccccc1)C1CC(C2(O)CCCCC2)C(=O)O1)c1ccccc1. The result is 0 (inactive).